This data is from Reaction yield outcomes from USPTO patents with 853,638 reactions. The task is: Predict the reaction yield, written as a fraction of the theoretical maximum amount of product (1.0 means a 100% yield; for example, 0.34 means a 34% yield). (1) The reactants are C(NC(C)C)(C)C.C([Li])CCC.[F:13][C:14]1[CH:15]=[C:16]2[C:26]3[C:21](=[CH:22][N:23]=[C:24]([C:27]4[CH:28]=[N:29][CH:30]=[CH:31][CH:32]=4)[CH:25]=3)[N:20](S(C3C=CC(C)=CC=3)(=O)=O)[C:17]2=[N:18][CH:19]=1.[I:43]I.[Cl-].[NH4+]. The catalyst is C1COCC1. The product is [F:13][C:14]1[C:15]([I:43])=[C:16]2[C:26]3[C:21](=[CH:22][N:23]=[C:24]([C:27]4[CH:28]=[N:29][CH:30]=[CH:31][CH:32]=4)[CH:25]=3)[NH:20][C:17]2=[N:18][CH:19]=1. The yield is 0.910. (2) The reactants are [CH3:1][O:2][C:3]1[CH:4]=[C:5]([CH:7]=[C:8]([O:12][CH3:13])[C:9]=1[O:10][CH3:11])N.N([O-])=O.[Na+].N#N.[ClH:20].O. The catalyst is O.Cl.Cl[Cu]. The product is [Cl:20][C:5]1[CH:7]=[C:8]([O:12][CH3:13])[C:9]([O:10][CH3:11])=[C:3]([O:2][CH3:1])[CH:4]=1. The yield is 0.670. (3) The reactants are P(Br)(Br)[Br:2].[Br:5][C:6]1[C:11]([O:12][C:13]2[CH:14]=[C:15]([CH:18]=[C:19]([Cl:21])[CH:20]=2)[C:16]#[N:17])=[C:10]([F:22])[C:9]([CH2:23]O)=[CH:8][CH:7]=1. The catalyst is C(Cl)Cl. The product is [Br:5][C:6]1[C:11]([O:12][C:13]2[CH:14]=[C:15]([CH:18]=[C:19]([Cl:21])[CH:20]=2)[C:16]#[N:17])=[C:10]([F:22])[C:9]([CH2:23][Br:2])=[CH:8][CH:7]=1. The yield is 0.600. (4) The reactants are [OH:1][C:2]1[CH:3]=[C:4]([CH:9]=[C:10]([N+:12]([O-:14])=[O:13])[CH:11]=1)[C:5]([O:7][CH3:8])=[O:6].Br[CH2:16][CH:17]1[CH2:19][CH2:18]1.C([O-])([O-])=O.[K+].[K+]. The catalyst is CN(C=O)C.O. The product is [CH:17]1([CH2:16][O:1][C:2]2[CH:3]=[C:4]([CH:9]=[C:10]([N+:12]([O-:14])=[O:13])[CH:11]=2)[C:5]([O:7][CH3:8])=[O:6])[CH2:19][CH2:18]1. The yield is 0.810. (5) The reactants are [CH3:1][C:2]1[N:3]=[CH:4][C:5]([CH2:8][NH:9][S:10]([NH:13]C(=O)OCC2C=CC=CC=2)(=[O:12])=[O:11])=[N:6][CH:7]=1. The catalyst is CO.[C].[Pd]. The product is [CH3:1][C:2]1[N:3]=[CH:4][C:5]([CH2:8][NH:9][S:10]([NH2:13])(=[O:12])=[O:11])=[N:6][CH:7]=1. The yield is 0.720. (6) The reactants are [CH3:1][O:2][C:3]1[CH:10]=[CH:9][CH:8]=[C:7]([O:11][CH3:12])[C:4]=1[C:5]#[N:6].Cl.[CH3:14][NH:15][OH:16].C(=O)([O-])[O-].[Na+].[Na+].[C:23]([C:30]([O:32][CH2:33][CH3:34])=[O:31])#[C:24][C:25]([O:27][CH2:28][CH3:29])=[O:26]. The catalyst is C(OCC)(=O)C.O.C(O)C. The product is [CH2:33]([O:32][C:30]([C:23]1([CH2:24][C:25]([O:27][CH2:28][CH3:29])=[O:26])[O:16][N:15]([CH3:14])[C:5]([C:4]2[C:7]([O:11][CH3:12])=[CH:8][CH:9]=[CH:10][C:3]=2[O:2][CH3:1])=[N:6]1)=[O:31])[CH3:34]. The yield is 0.830. (7) The reactants are [CH3:1][O:2][C:3]([C:5]12[CH2:14][CH:9]3[CH2:10][CH:11]([CH2:13][CH:7]([C:8]3=O)[CH2:6]1)[CH2:12]2)=[O:4].C([O-])=O.[NH4+:19]. The catalyst is CO.[Pd]. The product is [CH3:1][O:2][C:3]([C:5]12[CH2:14][CH:9]3[CH2:10][CH:11]([CH2:13][CH:7]([CH:8]3[NH2:19])[CH2:6]1)[CH2:12]2)=[O:4]. The yield is 0.770. (8) The product is [CH:36]([NH:39][C:40]1[N:41]=[C:42]([C:2]2[C:10]3[C:5](=[CH:6][CH:7]=[C:8]([C:11]4[S:15][N:14]=[C:13]([NH:16][CH2:17][C:18]5[CH:23]=[CH:22][C:21]([O:24][CH3:25])=[CH:20][CH:19]=5)[N:12]=4)[CH:9]=3)[N:4]([S:26]([C:29]3[CH:30]=[CH:31][C:32]([CH3:33])=[CH:34][CH:35]=3)(=[O:27])=[O:28])[CH:3]=2)[CH:43]=[N:44][CH:45]=1)([CH3:38])[CH3:37]. The reactants are I[C:2]1[C:10]2[C:5](=[CH:6][CH:7]=[C:8]([C:11]3[S:15][N:14]=[C:13]([NH:16][CH2:17][C:18]4[CH:23]=[CH:22][C:21]([O:24][CH3:25])=[CH:20][CH:19]=4)[N:12]=3)[CH:9]=2)[N:4]([S:26]([C:29]2[CH:35]=[CH:34][C:32]([CH3:33])=[CH:31][CH:30]=2)(=[O:28])=[O:27])[CH:3]=1.[CH:36]([NH:39][C:40]1[CH:45]=[N:44][CH:43]=[C:42]([Sn](CCCC)(CCCC)CCCC)[N:41]=1)([CH3:38])[CH3:37]. The catalyst is CN(C=O)C.[Cu]I.C1C=CC([P]([Pd]([P](C2C=CC=CC=2)(C2C=CC=CC=2)C2C=CC=CC=2)([P](C2C=CC=CC=2)(C2C=CC=CC=2)C2C=CC=CC=2)[P](C2C=CC=CC=2)(C2C=CC=CC=2)C2C=CC=CC=2)(C2C=CC=CC=2)C2C=CC=CC=2)=CC=1. The yield is 0.635.